This data is from Reaction yield outcomes from USPTO patents with 853,638 reactions. The task is: Predict the reaction yield, written as a fraction of the theoretical maximum amount of product (1.0 means a 100% yield; for example, 0.34 means a 34% yield). (1) The reactants are [Br:1][C:2]1[CH:9]=[CH:8][C:5]([CH2:6][OH:7])=[CH:4][CH:3]=1.[H-].[Na+].Br[CH2:13][CH2:14][CH2:15][CH3:16]. The catalyst is CN(C)C=O. The product is [Br:1][C:2]1[CH:9]=[CH:8][C:5]([CH2:6][O:7][CH2:13][CH2:14][CH2:15][CH3:16])=[CH:4][CH:3]=1. The yield is 0.890. (2) The reactants are C([O:5][C:6](=[O:40])[CH2:7][C@H:8]([NH:23][C:24](=[O:39])[C@@H:25]([N:28]1[CH:33]=[CH:32][CH:31]=[C:30]([NH:34][C:35](=[O:37])[CH3:36])[C:29]1=[O:38])[CH2:26][CH3:27])[C:9](=[O:22])[CH2:10][O:11][C:12]1[C:17]([F:18])=[C:16]([F:19])[CH:15]=[C:14]([F:20])[C:13]=1[F:21])(C)(C)C.FC(F)(F)C(O)=O. The catalyst is ClCCl. The product is [C:35]([NH:34][C:30]1[C:29](=[O:38])[N:28]([C@@H:25]([CH2:26][CH3:27])[C:24]([NH:23][C@H:8]([C:9](=[O:22])[CH2:10][O:11][C:12]2[C:17]([F:18])=[C:16]([F:19])[CH:15]=[C:14]([F:20])[C:13]=2[F:21])[CH2:7][C:6]([OH:40])=[O:5])=[O:39])[CH:33]=[CH:32][CH:31]=1)(=[O:37])[CH3:36]. The yield is 0.820. (3) The reactants are C[Mg+].[Br-].[NH:4]1[CH:8]=[CH:7][CH:6]=[CH:5]1.[CH:9]1([C:15](Cl)=[O:16])[CH2:14][CH2:13][CH2:12][CH2:11][CH2:10]1.[NH4+].[Cl-]. The catalyst is CCOCC. The product is [CH:9]1([C:15]([C:5]2[NH:4][CH:8]=[CH:7][CH:6]=2)=[O:16])[CH2:14][CH2:13][CH2:12][CH2:11][CH2:10]1. The yield is 0.620.